Dataset: Reaction yield outcomes from USPTO patents with 853,638 reactions. Task: Predict the reaction yield, written as a fraction of the theoretical maximum amount of product (1.0 means a 100% yield; for example, 0.34 means a 34% yield). (1) The reactants are [C:1]([O:5][C:6]([N:8]1[CH2:13][CH2:12][CH:11]([CH:14](O)[CH2:15][N:16]2[CH2:21][CH2:20][N:19]([C:22]3[CH:27]=[CH:26][C:25]([S:28]([CH3:31])(=[O:30])=[O:29])=[CH:24][CH:23]=3)[CH2:18][CH2:17]2)[CH2:10][CH2:9]1)=[O:7])([CH3:4])([CH3:3])[CH3:2].CCN(S(F)(F)[F:39])CC. The catalyst is C(Cl)Cl. The product is [C:1]([O:5][C:6]([N:8]1[CH2:13][CH2:12][CH:11]([CH:14]([F:39])[CH2:15][N:16]2[CH2:21][CH2:20][N:19]([C:22]3[CH:27]=[CH:26][C:25]([S:28]([CH3:31])(=[O:30])=[O:29])=[CH:24][CH:23]=3)[CH2:18][CH2:17]2)[CH2:10][CH2:9]1)=[O:7])([CH3:4])([CH3:3])[CH3:2]. The yield is 0.0700. (2) The reactants are C(=O)([O-])[O-].[K+].[K+].[CH2:7]([N:10]=[C:11]=[O:12])[CH2:8][CH3:9].[CH3:13][C:14]1[NH:18][N:17]=[C:16]([O:19][C:20]2[CH:25]=[CH:24][C:23]([N+:26]([O-:28])=[O:27])=[C:22]([C:29]([F:32])([F:31])[F:30])[CH:21]=2)[CH:15]=1.Cl. The catalyst is C(OCC)(=O)C. The product is [CH2:7]([NH:10][C:11]([N:18]1[C:14]([CH3:13])=[CH:15][C:16]([O:19][C:20]2[CH:25]=[CH:24][C:23]([N+:26]([O-:28])=[O:27])=[C:22]([C:29]([F:30])([F:31])[F:32])[CH:21]=2)=[N:17]1)=[O:12])[CH2:8][CH3:9]. The yield is 0.690. (3) The reactants are [F:1][C:2]1[CH:8]=[C:7]([I:9])[CH:6]=[CH:5][C:3]=1[NH2:4].CN.O.C1(C)C=CC=CC=1.[CH3:20][N:21]([CH:23]=[O:24])C. No catalyst specified. The product is [F:1][C:2]1[CH:8]=[C:7]([I:9])[CH:6]=[CH:5][C:3]=1[NH:4][C:23]([NH:21][CH3:20])=[O:24]. The yield is 0.930. (4) The reactants are Cl.C([O:9][C:10]1[CH:20]=[CH:19][C:18]([C:21]2[CH:30]=[CH:29][C:28]3[C:23](=[CH:24][CH:25]=[C:26]([O:31]C)[CH:27]=3)[C:22]=2[O:33][C:34]2[CH:39]=[CH:38][C:37]([O:40][CH2:41][CH2:42][N:43]3[CH2:48][CH2:47][CH2:46][CH2:45][CH2:44]3)=[CH:36][CH:35]=2)=[CH:17][C:11]=1[C:12]([N:14]([CH3:16])[CH3:15])=[O:13])C1C=CC=CC=1.B(Br)(Br)Br. The catalyst is C(Cl)Cl. The product is [OH:9][C:10]1[CH:20]=[CH:19][C:18]([C:21]2[CH:30]=[CH:29][C:28]3[C:23](=[CH:24][CH:25]=[C:26]([OH:31])[CH:27]=3)[C:22]=2[O:33][C:34]2[CH:39]=[CH:38][C:37]([O:40][CH2:41][CH2:42][N:43]3[CH2:48][CH2:47][CH2:46][CH2:45][CH2:44]3)=[CH:36][CH:35]=2)=[CH:17][C:11]=1[C:12]([N:14]([CH3:15])[CH3:16])=[O:13]. The yield is 0.490. (5) The reactants are [CH3:1][O:2][C:3]1[CH:4]=[C:5]2[C:10](=[CH:11][C:12]=1[O:13][CH3:14])[N:9]=[CH:8][CH:7]=[C:6]2[O:15][C:16]1[CH:22]=[CH:21][C:19]([NH2:20])=[C:18]([F:23])[CH:17]=1.ClC(Cl)(O[C:28](=[O:34])OC(Cl)(Cl)Cl)Cl.[NH2:36][N:37]1[CH2:43][CH2:42][CH2:41][CH2:40][CH2:39][CH2:38]1.C(=O)(O)[O-].[Na+]. The catalyst is C(Cl)Cl.C(N(CC)CC)C.C1(C)C=CC=CC=1. The product is [CH3:1][O:2][C:3]1[CH:4]=[C:5]2[C:10](=[CH:11][C:12]=1[O:13][CH3:14])[N:9]=[CH:8][CH:7]=[C:6]2[O:15][C:16]1[CH:22]=[CH:21][C:19]([NH:20][C:28]([NH:36][N:37]2[CH2:43][CH2:42][CH2:41][CH2:40][CH2:39][CH2:38]2)=[O:34])=[C:18]([F:23])[CH:17]=1. The yield is 0.550. (6) The reactants are [CH3:1][C:2]([C:7]1[NH:8][C:9]2[C:14]([CH:15]=1)=[CH:13][C:12]([N+:16]([O-:18])=[O:17])=[CH:11][CH:10]=2)([CH3:6])[C:3]([NH2:5])=O.Cl. The catalyst is C1COCC1. The product is [CH3:6][C:2]([C:7]1[NH:8][C:9]2[C:14]([CH:15]=1)=[CH:13][C:12]([N+:16]([O-:18])=[O:17])=[CH:11][CH:10]=2)([CH3:1])[CH2:3][NH2:5]. The yield is 0.430. (7) The reactants are CS([C:5]1[N:6]=[N:7][CH:8]=[C:9]([C:11]2[N:16]=[CH:15][CH:14]=[CH:13][N:12]=2)[N:10]=1)(=O)=O.[NH3:17]. The catalyst is C1COCC1. The product is [N:12]1[CH:13]=[CH:14][CH:15]=[N:16][C:11]=1[C:9]1[N:10]=[C:5]([NH2:17])[N:6]=[N:7][CH:8]=1. The yield is 0.230. (8) The reactants are Cl[C:2]1[C:3]2[C@H:11]([C:12]([F:15])([F:14])[F:13])[CH2:10][C:9](=[O:16])[NH:8][C:4]=2[N:5]=[CH:6][N:7]=1.Cl.Cl.[NH:19]1[CH2:24][CH2:23][CH:22]([C:25]2[N:26]([CH2:35][CH2:36][OH:37])[CH:27]=[C:28]([CH2:30][C:31]([F:34])([F:33])[F:32])[N:29]=2)[CH2:21][CH2:20]1.CN1CCCC1=O.C(N(C(C)C)CC)(C)C. The catalyst is C(=O)(O)[O-].[Na+]. The product is [OH:37][CH2:36][CH2:35][N:26]1[CH:27]=[C:28]([CH2:30][C:31]([F:32])([F:34])[F:33])[N:29]=[C:25]1[CH:22]1[CH2:21][CH2:20][N:19]([C:2]2[C:3]3[C@H:11]([C:12]([F:15])([F:14])[F:13])[CH2:10][C:9](=[O:16])[NH:8][C:4]=3[N:5]=[CH:6][N:7]=2)[CH2:24][CH2:23]1. The yield is 0.680.